This data is from Forward reaction prediction with 1.9M reactions from USPTO patents (1976-2016). The task is: Predict the product of the given reaction. (1) Given the reactants Cl[C:2]1[CH:7]=[C:6](Cl)[N:5]=[C:4]([NH2:9])[N:3]=1.[CH3:10][C@H:11]1[NH:16][CH2:15][C@@H:14]([C:17]([OH:19])=[O:18])[CH2:13][CH2:12]1.C([O-])(O)=O.[Na+].[C:25]([C:27]1[CH:32]=[CH:31][C:30](B(O)O)=[CH:29][C:28]=1[F:36])#[N:26], predict the reaction product. The product is: [NH2:9][C:4]1[N:5]=[C:6]([N:16]2[C@H:11]([CH3:10])[CH2:12][CH2:13][C@H:14]([C:17]([OH:19])=[O:18])[CH2:15]2)[CH:7]=[C:2]([C:30]2[CH:31]=[CH:32][C:27]([C:25]#[N:26])=[C:28]([F:36])[CH:29]=2)[N:3]=1. (2) Given the reactants [Si:1]([O:8][C@H:9]1[CH2:14][N:13]([C:15]([O:17][C:18]([CH3:21])([CH3:20])[CH3:19])=[O:16])[C@@H:12]([CH:22]=[CH2:23])[CH2:11][CH2:10]1)([C:4]([CH3:7])([CH3:6])[CH3:5])([CH3:3])[CH3:2].B1C2CCCC1CCC2.[O-]P([O-])([O-])=O.[K+].[K+].[K+].Br[C:42]1[C:43]([F:54])=[CH:44][N:45]=[C:46]2[C:51]=1[N:50]=[C:49]([O:52][CH3:53])[CH:48]=[CH:47]2, predict the reaction product. The product is: [Si:1]([O:8][C@H:9]1[CH2:14][N:13]([C:15]([O:17][C:18]([CH3:21])([CH3:20])[CH3:19])=[O:16])[C@@H:12]([CH2:22][CH2:23][C:42]2[C:51]3[C:46](=[CH:47][CH:48]=[C:49]([O:52][CH3:53])[N:50]=3)[N:45]=[CH:44][C:43]=2[F:54])[CH2:11][CH2:10]1)([C:4]([CH3:7])([CH3:6])[CH3:5])([CH3:2])[CH3:3].